Task: Predict the product of the given reaction.. Dataset: Forward reaction prediction with 1.9M reactions from USPTO patents (1976-2016) (1) Given the reactants C1(C[B:8]([OH:10])[OH:9])C=CC=CC=1.[C:11]12([OH:22])[CH2:19][CH:15]([C:16]1([CH3:18])[CH3:17])[CH2:14][CH2:13][C:12]2([OH:21])[CH3:20].[C:23]([O:27][C:28]([C:30]1[CH:31]=[C:32](CB(O)O)[CH:33]=[CH:34][CH:35]=1)=[O:29])([CH3:26])([CH3:25])[CH3:24].C12(O)CC(C1(C)C)CCC2(O)C, predict the reaction product. The product is: [C:11]12([OH:22])[CH2:19][CH:15]([C:16]1([CH3:18])[CH3:17])[CH2:14][CH2:13][C:12]2([OH:21])[CH3:20].[C:23]([O:27][C:28]([C:30]1[CH:31]=[C:32]([B:8]([O-:10])[O-:9])[CH:33]=[CH:34][CH:35]=1)=[O:29])([CH3:24])([CH3:25])[CH3:26]. (2) Given the reactants Cl[C:2]1[CH:3]=[C:4]2[C:9](=[CH:10][CH:11]=1)[C:8]([O:12][CH:13]([CH3:18])[C:14]([F:17])([F:16])[F:15])=[N:7][N:6]=[CH:5]2.[CH3:19][C:20]1[CH:25]=[CH:24][C:23]([NH2:26])=[CH:22][C:21]=1B1OC(C)(C)C(C)(C)O1, predict the reaction product. The product is: [CH3:19][C:20]1[CH:25]=[CH:24][C:23]([NH2:26])=[CH:22][C:21]=1[C:2]1[CH:3]=[C:4]2[C:9](=[CH:10][CH:11]=1)[C:8]([O:12][CH:13]([CH3:18])[C:14]([F:17])([F:16])[F:15])=[N:7][N:6]=[CH:5]2. (3) Given the reactants [Br-].[CH:2]1([CH2:5][P+](C2C=CC=CC=2)(C2C=CC=CC=2)C2C=CC=CC=2)[CH2:4][CH2:3]1.[Li+].CCC[CH2-].[CH2:30]([N:37]1[CH2:42][CH2:41][N:40]([C:43]([O:45][C:46]([CH3:49])([CH3:48])[CH3:47])=[O:44])[C@H:39]([CH:50]=O)[CH2:38]1)[C:31]1[CH:36]=[CH:35][CH:34]=[CH:33][CH:32]=1.[Cl-].[NH4+], predict the reaction product. The product is: [CH2:30]([N:37]1[CH2:42][CH2:41][N:40]([C:43]([O:45][C:46]([CH3:49])([CH3:48])[CH3:47])=[O:44])[C@H:39](/[CH:50]=[CH:5]/[CH:2]2[CH2:4][CH2:3]2)[CH2:38]1)[C:31]1[CH:36]=[CH:35][CH:34]=[CH:33][CH:32]=1. (4) Given the reactants [CH:1]1[C:11]2[CH2:10][CH2:9][C:8]3[CH:12]=[CH:13][CH:14]=[CH:15][C:7]=3[C:6](=[CH:16][C:17]3[CH:22]=[CH:21][CH:20]=[CH:19][C:18]=3B(O)O)[C:5]=2[CH:4]=[CH:3][CH:2]=1.Cl[C:27]1[CH:32]=[N:31][CH:30]=[CH:29][N:28]=1.[F-].[Cs+], predict the reaction product. The product is: [CH:1]1[C:11]2[CH2:10][CH2:9][C:8]3[CH:12]=[CH:13][CH:14]=[CH:15][C:7]=3[C:6](=[CH:16][C:17]3[CH:22]=[CH:21][CH:20]=[CH:19][C:18]=3[C:27]3[CH:32]=[N:31][CH:30]=[CH:29][N:28]=3)[C:5]=2[CH:4]=[CH:3][CH:2]=1. (5) Given the reactants [CH3:1][CH2:2][C@@H:3]([C:5]([O:7][C@@H:8]1[C@@H:13]2[C@@H:14]([CH2:19][CH2:20][C@H:21]3[O:27][C:25](=[O:26])[CH2:24][C@H:23]([OH:28])[CH2:22]3)[C@@H:15]([CH3:18])[CH:16]=[CH:17][C:12]2=[CH:11][C@H:10]([CH3:29])[CH2:9]1)=[O:6])[CH3:4].[CH2:30]([NH2:34])[CH2:31][CH2:32][CH3:33], predict the reaction product. The product is: [CH3:1][CH2:2][C@@H:3]([C:5]([O:7][C@@H:8]1[C@@H:13]2[C@@H:14]([CH2:19][CH2:20][C@H:21]3[O:27][C:25](=[O:26])[CH2:24][C@H:23]([OH:28])[CH2:22]3)[C@@H:15]([CH3:18])[CH:16]=[CH:17][C:12]2=[CH:11][C@H:10]([CH3:29])[CH2:9]1)=[O:6])[CH3:4].[CH2:30]([NH-:34])[CH2:31][CH2:32][CH3:33]. (6) Given the reactants Br[C:2]1[CH:7]=[CH:6][C:5]([F:8])=[CH:4][N:3]=1.[C:9]([O:13][C:14]([N:16]1[CH2:21][CH2:20][CH:19]([C:22]([O:24][CH2:25][CH3:26])=[O:23])[CH2:18][CH2:17]1)=[O:15])([CH3:12])([CH3:11])[CH3:10].C(P(C(C)(C)C)C(C)(C)C)(C)(C)C.[Li].C[Si]([N-][Si](C)(C)C)(C)C, predict the reaction product. The product is: [CH2:25]([O:24][C:22]([C:19]1([C:2]2[CH:7]=[CH:6][C:5]([F:8])=[CH:4][N:3]=2)[CH2:20][CH2:21][N:16]([C:14]([O:13][C:9]([CH3:10])([CH3:12])[CH3:11])=[O:15])[CH2:17][CH2:18]1)=[O:23])[CH3:26].